From a dataset of TCR-epitope binding with 47,182 pairs between 192 epitopes and 23,139 TCRs. Binary Classification. Given a T-cell receptor sequence (or CDR3 region) and an epitope sequence, predict whether binding occurs between them. (1) The epitope is AMFWSVPTV. The TCR CDR3 sequence is CASSVDPTGGGTGELFF. Result: 0 (the TCR does not bind to the epitope). (2) The epitope is RLDKVEAEV. The TCR CDR3 sequence is CASKASGKNNEQFF. Result: 1 (the TCR binds to the epitope). (3) The epitope is RLRPGGKKR. The TCR CDR3 sequence is CASSPDPPSSYNSPLHF. Result: 0 (the TCR does not bind to the epitope). (4) The epitope is RLRAEAQVK. The TCR CDR3 sequence is CASSDLASGTNEQFF. Result: 0 (the TCR does not bind to the epitope). (5) The epitope is TSDLATNNLVVMAY. The TCR CDR3 sequence is CASSLSRDSGYNEQFF. Result: 0 (the TCR does not bind to the epitope). (6) The epitope is GILGFVFTL. Result: 1 (the TCR binds to the epitope). The TCR CDR3 sequence is CASSPFGGSFNEQYF.